From a dataset of Forward reaction prediction with 1.9M reactions from USPTO patents (1976-2016). Predict the product of the given reaction. (1) Given the reactants [OH-].[Na+].[C:3]([CH2:11][C:12]([O:14]CC)=[O:13])(=[O:10])[C:4]1[CH:9]=[CH:8][CH:7]=[CH:6][CH:5]=1, predict the reaction product. The product is: [C:3]([CH2:11][C:12]([OH:14])=[O:13])(=[O:10])[C:4]1[CH:9]=[CH:8][CH:7]=[CH:6][CH:5]=1. (2) Given the reactants [CH2:1]([O:3][CH:4]([O:13][CH2:14][CH3:15])[C:5]1[CH:6]=[CH:7][C:8]([C:11]#[CH:12])=[N:9][CH:10]=1)[CH3:2].[C:16]([O:22][CH2:23][N:24]=[N+:25]=[N-:26])(=[O:21])[C:17]([CH3:20])([CH3:19])[CH3:18].O.O=C1O[C@H]([C@H](CO)O)C([O-])=C1O.[Na+], predict the reaction product. The product is: [C:16]([O:22][CH2:23][N:24]1[CH:12]=[C:11]([C:8]2[CH:7]=[CH:6][C:5]([CH:4]([O:3][CH2:1][CH3:2])[O:13][CH2:14][CH3:15])=[CH:10][N:9]=2)[N:26]=[N:25]1)(=[O:21])[C:17]([CH3:20])([CH3:19])[CH3:18].